The task is: Predict the product of the given reaction.. This data is from Forward reaction prediction with 1.9M reactions from USPTO patents (1976-2016). (1) Given the reactants Cl.[OH:2][C@H:3]1[CH2:7][CH2:6][NH:5][CH2:4]1.[I-].[Na+].C(=O)([O-])[O-].[K+].[K+].[C:16]([O:19][CH2:20][CH3:21])(=O)[CH3:17].O, predict the reaction product. The product is: [OH:2][C@H:3]1[CH2:7][CH2:6][N:5]([CH2:21][CH2:20][O:19][C:16]2[CH:17]=[CH:6][CH:7]=[CH:3][CH:4]=2)[CH2:4]1. (2) Given the reactants [C:1]1(O)[CH:6]=[CH:5][CH:4]=[CH:3][CH:2]=1.[H][H], predict the reaction product. The product is: [CH:1]1([C:1]2[CH:6]=[CH:5][CH:4]=[CH:3][CH:2]=2)[CH2:6][CH2:5][CH2:4][CH2:3][CH2:2]1. (3) Given the reactants [F:1][C:2]1[CH:7]=[C:6]([F:8])[CH:5]=[CH:4][C:3]=1[CH2:9][C:10]([NH:12][NH:13]C(OC(C)(C)C)=O)=[O:11].[ClH:21], predict the reaction product. The product is: [ClH:21].[F:1][C:2]1[CH:7]=[C:6]([F:8])[CH:5]=[CH:4][C:3]=1[CH2:9][C:10]([NH:12][NH2:13])=[O:11]. (4) Given the reactants [C:1]1([C:29]2[CH:34]=[CH:33][CH:32]=[CH:31][CH:30]=2)[CH:6]=[CH:5][C:4]([CH2:7][C@@H:8]([NH:17][C:18](=[O:28])[C:19]2[CH:20]=[C:21]([CH:25]=[CH:26][CH:27]=2)[C:22]([OH:24])=[O:23])[CH2:9][C@H:10]([C:12]([O:14]CC)=[O:13])[CH3:11])=[CH:3][CH:2]=1.[OH-].[Na+], predict the reaction product. The product is: [C:1]1([C:29]2[CH:34]=[CH:33][CH:32]=[CH:31][CH:30]=2)[CH:2]=[CH:3][C:4]([CH2:7][C@@H:8]([NH:17][C:18](=[O:28])[C:19]2[CH:20]=[C:21]([CH:25]=[CH:26][CH:27]=2)[C:22]([OH:24])=[O:23])[CH2:9][C@H:10]([C:12]([OH:14])=[O:13])[CH3:11])=[CH:5][CH:6]=1.